The task is: Predict the reactants needed to synthesize the given product.. This data is from Full USPTO retrosynthesis dataset with 1.9M reactions from patents (1976-2016). The reactants are: [C:1]1([C:35]2[CH:40]=[CH:39][CH:38]=[CH:37][CH:36]=2)[CH:6]=[CH:5][C:4]([C:7]2(C3C=CC=CC=3)[NH:11][C:10]([CH2:12][CH2:13][S:14][C:15]3[CH:27]=[CH:26][C:18]([O:19][C:20]([CH3:25])([CH3:24])[C:21]([OH:23])=[O:22])=[CH:17][CH:16]=3)=[C:9]([CH3:28])[O:8]2)=[CH:3][CH:2]=1.CO.[OH2:43].OOS([O-])=O.[K+].C[OH:51]. Given the product [C:1]1([C:35]2[CH:40]=[CH:39][CH:38]=[CH:37][CH:36]=2)[CH:6]=[CH:5][C:4]([C:7]2[O:8][C:9]([CH3:28])=[C:10]([CH2:12][CH2:13][S:14]([C:15]3[CH:27]=[CH:26][C:18]([O:19][C:20]([CH3:25])([CH3:24])[C:21]([OH:23])=[O:22])=[CH:17][CH:16]=3)(=[O:51])=[O:43])[N:11]=2)=[CH:3][CH:2]=1, predict the reactants needed to synthesize it.